This data is from Full USPTO retrosynthesis dataset with 1.9M reactions from patents (1976-2016). The task is: Predict the reactants needed to synthesize the given product. The reactants are: [C:1]([C:3]1[CH:4]=[C:5]([CH2:9][C:10]([OH:12])=[O:11])[CH:6]=[CH:7][CH:8]=1)#[N:2].S(Cl)(Cl)=O.[CH3:17]N(C)C=O.O. Given the product [C:1]([C:3]1[CH:4]=[C:5]([CH2:9][C:10]([O:12][CH3:17])=[O:11])[CH:6]=[CH:7][CH:8]=1)#[N:2], predict the reactants needed to synthesize it.